From a dataset of Catalyst prediction with 721,799 reactions and 888 catalyst types from USPTO. Predict which catalyst facilitates the given reaction. Reactant: [OH:1][C:2]1[C:3]([CH3:11])=[C:4]([C:8](=[O:10])[CH3:9])[CH:5]=[CH:6][CH:7]=1.[CH2:12](O)[CH2:13][OH:14].C(OCC)(=O)C. Product: [CH3:11][C:3]1[C:4]([C:8]2([CH3:9])[O:14][CH2:13][CH2:12][O:10]2)=[CH:5][CH:6]=[CH:7][C:2]=1[OH:1]. The catalyst class is: 11.